Dataset: Forward reaction prediction with 1.9M reactions from USPTO patents (1976-2016). Task: Predict the product of the given reaction. (1) Given the reactants [Br:1][C:2]1[CH:3]=[C:4]2[C:9](=[CH:10][CH:11]=1)[C:8](=[O:12])[N:7]([CH2:13][C:14]1[CH:19]=[CH:18][C:17]([S:20]([CH3:23])(=[O:22])=[O:21])=[CH:16][CH:15]=1)[C:6]([CH:24]([OH:27])[CH2:25][CH3:26])=[C:5]2[C:28]1[CH:33]=[CH:32][CH:31]=[CH:30][CH:29]=1.C1COCC1.C(OC(C)C)(C)C, predict the reaction product. The product is: [Br:1][C:2]1[CH:3]=[C:4]2[C:9](=[CH:10][CH:11]=1)[C:8](=[O:12])[N:7]([CH2:13][C:14]1[CH:15]=[CH:16][C:17]([S:20]([CH3:23])(=[O:21])=[O:22])=[CH:18][CH:19]=1)[C:6]([C:24](=[O:27])[CH2:25][CH3:26])=[C:5]2[C:28]1[CH:29]=[CH:30][CH:31]=[CH:32][CH:33]=1. (2) Given the reactants [C:1]([NH:4][CH2:5][C:6]1[CH:11]=[CH:10][C:9]([C:12]2[N:21]=[C:20]([C:22](O)=[O:23])[C:19]3[C:14](=[CH:15][CH:16]=[CH:17][CH:18]=3)[N:13]=2)=[CH:8][CH:7]=1)(=[O:3])[CH3:2].Cl.[OH:26][C:27]1[C:36]([CH3:37])=[CH:35][CH:34]=[C:33]2[C:28]=1[CH2:29][CH2:30][NH:31][CH2:32]2, predict the reaction product. The product is: [C:1]([NH:4][CH2:5][C:6]1[CH:11]=[CH:10][C:9]([C:12]2[N:21]=[C:20]([C:22]([N:31]3[CH2:30][CH2:29][C:28]4[C:33](=[CH:34][CH:35]=[C:36]([CH3:37])[C:27]=4[OH:26])[CH2:32]3)=[O:23])[C:19]3[C:14](=[CH:15][CH:16]=[CH:17][CH:18]=3)[N:13]=2)=[CH:8][CH:7]=1)(=[O:3])[CH3:2]. (3) The product is: [F:21][C:15]1[CH:16]=[C:17]([F:20])[CH:18]=[C:19]2[C:14]=1[CH:13]=[CH:12][C:11](=[O:22])[N:10]2[CH2:9][CH2:8][N:5]1[CH2:6][CH2:7][C@@H:2]([NH:1][CH2:37]/[CH:36]=[CH:35]/[C:29]2[CH:30]=[C:31]([F:34])[CH:32]=[CH:33][C:28]=2[F:27])[C@H:3]([C:23]([O:25][CH3:26])=[O:24])[CH2:4]1. Given the reactants [NH2:1][C@@H:2]1[CH2:7][CH2:6][N:5]([CH2:8][CH2:9][N:10]2[C:19]3[C:14](=[C:15]([F:21])[CH:16]=[C:17]([F:20])[CH:18]=3)[CH:13]=[CH:12][C:11]2=[O:22])[CH2:4][C@H:3]1[C:23]([O:25][CH3:26])=[O:24].[F:27][C:28]1[CH:33]=[CH:32][C:31]([F:34])=[CH:30][C:29]=1/[CH:35]=[CH:36]/[CH:37]=O.C(O[BH-](OC(=O)C)OC(=O)C)(=O)C.[Na+], predict the reaction product. (4) Given the reactants Cl.[Cl:2][C:3]1[CH:7]=[C:6](C(O)=O)[N:5]([C:11]2[CH:12]=[N:13][CH:14]=[CH:15][CH:16]=2)[N:4]=1.C(OCC)(=O)C, predict the reaction product. The product is: [Cl:2][C:3]1[CH:7]=[CH:6][N:5]([C:11]2[CH:12]=[N:13][CH:14]=[CH:15][CH:16]=2)[N:4]=1. (5) Given the reactants Cl[C:2]1[C:11]2[CH:10]=[N:9][C:8]([S:12][CH3:13])=[N:7][C:6]=2[C:5]([I:14])=[CH:4][N:3]=1.[NH3:15], predict the reaction product. The product is: [I:14][C:5]1[C:6]2[N:7]=[C:8]([S:12][CH3:13])[N:9]=[CH:10][C:11]=2[C:2]([NH2:15])=[N:3][CH:4]=1. (6) Given the reactants [CH:1]1([C:7]2[CH:20]=[CH:19][C:10]([O:11][CH2:12][C@H:13]3[O:17][C:16]([NH2:18])=[N:15][CH2:14]3)=[CH:9][CH:8]=2)[CH2:6][CH2:5][CH2:4][CH2:3][CH2:2]1.C1O[C@H]1CCl.C1(C2C=CC(O)=CC=2)CCCCC1.[C:39](OC)(=[O:43])[C:40]([CH3:42])=[CH2:41].C1(C=CC(O)=CC=1)O, predict the reaction product. The product is: [CH:1]1([C:7]2[CH:20]=[CH:19][C:10]([O:11][CH2:12][C@H:13]3[O:17][C:16]4=[N:18][C:39](=[O:43])[C@H:40]([CH3:42])[CH2:41][N:15]4[CH2:14]3)=[CH:9][CH:8]=2)[CH2:2][CH2:3][CH2:4][CH2:5][CH2:6]1.[CH:1]1([C:7]2[CH:20]=[CH:19][C:10]([O:11][CH2:12][C@H:13]3[O:17][C:16]4=[N:18][C:39](=[O:43])[C@@H:40]([CH3:42])[CH2:41][N:15]4[CH2:14]3)=[CH:9][CH:8]=2)[CH2:2][CH2:3][CH2:4][CH2:5][CH2:6]1. (7) The product is: [C:1]([O:5][C:6]([N:8]1[CH2:12][CH2:11][CH:10]([NH:13][C:26]([NH:25][C:23]2[C:22]3[C:17](=[CH:18][CH:19]=[CH:20][CH:21]=3)[N:16]=[C:15]([CH3:14])[CH:24]=2)=[O:27])[CH2:9]1)=[O:7])([CH3:4])([CH3:2])[CH3:3]. Given the reactants [C:1]([O:5][C:6]([N:8]1[CH2:12][CH2:11][CH:10]([NH2:13])[CH2:9]1)=[O:7])([CH3:4])([CH3:3])[CH3:2].[CH3:14][C:15]1[CH:24]=[C:23]([NH:25][C:26](NC2C3C(=CC=CC=3)N=C(C)C=2)=[O:27])[C:22]2[C:17](=[CH:18][CH:19]=[CH:20][CH:21]=2)[N:16]=1.C([O-])([O-])=O.[Na+].[Na+], predict the reaction product. (8) Given the reactants Cl.[NH2:2][C:3]1[C:8]([C:9]([OH:11])=[O:10])=[CH:7][N:6]=[CH:5][N:4]=1.[CH2:12](Cl)CCl, predict the reaction product. The product is: [CH3:12][O:10][C:9]([C:8]1[C:3]([NH2:2])=[N:4][CH:5]=[N:6][CH:7]=1)=[O:11]. (9) The product is: [CH3:8][O:9][CH2:10][CH2:11][NH:12][CH:1]1[CH2:6][CH2:5][CH2:4][CH2:3][CH2:2]1. Given the reactants [C:1]1(=O)[CH2:6][CH2:5][CH2:4][CH2:3][CH2:2]1.[CH3:8][O:9][CH2:10][CH2:11][NH2:12].[BH4-].[Na+], predict the reaction product.